This data is from Reaction yield outcomes from USPTO patents with 853,638 reactions. The task is: Predict the reaction yield, written as a fraction of the theoretical maximum amount of product (1.0 means a 100% yield; for example, 0.34 means a 34% yield). (1) The reactants are F[C:2]1[CH:7]=[C:6]([F:8])[CH:5]=[CH:4][C:3]=1[C:9]1[C:10]([CH:20]([OH:36])[C:21]2[CH:26]=[CH:25][C:24]([O:27][CH2:28][CH2:29][N:30]3[CH2:35][CH2:34][CH2:33][CH2:32][CH2:31]3)=[CH:23][CH:22]=2)=[C:11]2[C:16](=[CH:17][CH:18]=1)[CH:15]=[C:14]([OH:19])[CH:13]=[CH:12]2.[H-].[Na+].O. The catalyst is CN(C=O)C. The product is [F:8][C:6]1[CH:5]=[C:4]2[C:3](=[CH:2][CH:7]=1)[C:9]1[C:10](=[C:11]3[C:16](=[CH:17][CH:18]=1)[CH:15]=[C:14]([OH:19])[CH:13]=[CH:12]3)[CH:20]([C:21]1[CH:22]=[CH:23][C:24]([O:27][CH2:28][CH2:29][N:30]3[CH2:31][CH2:32][CH2:33][CH2:34][CH2:35]3)=[CH:25][CH:26]=1)[O:36]2. The yield is 0.690. (2) The reactants are [CH2:1]([O:3][C:4](=[O:23])[CH2:5][CH2:6][CH2:7][O:8][C:9]1[CH:14]=[CH:13][CH:12]=[C:11]([CH3:15])[C:10]=1/[CH:16]=[CH:17]/[C:18]([O:20][CH2:21][CH3:22])=[O:19])[CH3:2].[Br:24]N1C(=O)CCC1=O.N(C(C)(C)C#N)=NC(C)(C)C#N. The catalyst is ClC1C=CC=CC=1.O. The product is [CH2:1]([O:3][C:4](=[O:23])[CH2:5][CH2:6][CH2:7][O:8][C:9]1[CH:14]=[CH:13][CH:12]=[C:11]([CH2:15][Br:24])[C:10]=1/[CH:16]=[CH:17]/[C:18]([O:20][CH2:21][CH3:22])=[O:19])[CH3:2]. The yield is 0.710. (3) The reactants are [F:1][C:2]1[CH:11]=[CH:10][C:5]([O:6][CH2:7][CH2:8][NH2:9])=[CH:4][CH:3]=1.C1([O:18][C:19](=O)[NH:20][C:21]2[C:30]3[CH2:29][CH:28]([OH:31])[CH2:27][CH2:26][C:25]=3[CH:24]=[CH:23][CH:22]=2)C=CC=CC=1.O. The catalyst is CS(C)=O. The product is [F:1][C:2]1[CH:11]=[CH:10][C:5]([O:6][CH2:7][CH2:8][NH:9][C:19]([NH:20][C:21]2[C:30]3[CH2:29][CH:28]([OH:31])[CH2:27][CH2:26][C:25]=3[CH:24]=[CH:23][CH:22]=2)=[O:18])=[CH:4][CH:3]=1. The yield is 0.892.